From a dataset of NCI-60 drug combinations with 297,098 pairs across 59 cell lines. Regression. Given two drug SMILES strings and cell line genomic features, predict the synergy score measuring deviation from expected non-interaction effect. (1) Drug 1: CC1CCC2CC(C(=CC=CC=CC(CC(C(=O)C(C(C(=CC(C(=O)CC(OC(=O)C3CCCCN3C(=O)C(=O)C1(O2)O)C(C)CC4CCC(C(C4)OC)OCCO)C)C)O)OC)C)C)C)OC. Drug 2: COCCOC1=C(C=C2C(=C1)C(=NC=N2)NC3=CC=CC(=C3)C#C)OCCOC.Cl. Cell line: MCF7. Synergy scores: CSS=7.34, Synergy_ZIP=-3.19, Synergy_Bliss=1.74, Synergy_Loewe=-10.5, Synergy_HSA=0.365. (2) Drug 1: CN(C(=O)NC(C=O)C(C(C(CO)O)O)O)N=O. Drug 2: N.N.Cl[Pt+2]Cl. Cell line: HT29. Synergy scores: CSS=12.6, Synergy_ZIP=-7.54, Synergy_Bliss=-0.137, Synergy_Loewe=-23.4, Synergy_HSA=-2.93. (3) Drug 1: CC1=C(C(=CC=C1)Cl)NC(=O)C2=CN=C(S2)NC3=CC(=NC(=N3)C)N4CCN(CC4)CCO. Drug 2: C1=NNC2=C1C(=O)NC=N2. Cell line: UACC-257. Synergy scores: CSS=2.83, Synergy_ZIP=-0.547, Synergy_Bliss=0.259, Synergy_Loewe=-1.47, Synergy_HSA=-0.518. (4) Drug 1: CNC(=O)C1=CC=CC=C1SC2=CC3=C(C=C2)C(=NN3)C=CC4=CC=CC=N4. Drug 2: CCC1(CC2CC(C3=C(CCN(C2)C1)C4=CC=CC=C4N3)(C5=C(C=C6C(=C5)C78CCN9C7C(C=CC9)(C(C(C8N6C)(C(=O)OC)O)OC(=O)C)CC)OC)C(=O)OC)O.OS(=O)(=O)O. Cell line: SW-620. Synergy scores: CSS=54.2, Synergy_ZIP=2.92, Synergy_Bliss=5.21, Synergy_Loewe=-17.4, Synergy_HSA=3.69. (5) Synergy scores: CSS=5.12, Synergy_ZIP=-4.13, Synergy_Bliss=-4.47, Synergy_Loewe=-1.16, Synergy_HSA=-0.573. Drug 1: CCCCCOC(=O)NC1=NC(=O)N(C=C1F)C2C(C(C(O2)C)O)O. Cell line: SK-MEL-5. Drug 2: C1=NNC2=C1C(=O)NC=N2. (6) Drug 1: CC1C(C(CC(O1)OC2CC(CC3=C2C(=C4C(=C3O)C(=O)C5=C(C4=O)C(=CC=C5)OC)O)(C(=O)C)O)N)O.Cl. Drug 2: C1=NC2=C(N1)C(=S)N=CN2. Cell line: HOP-62. Synergy scores: CSS=29.5, Synergy_ZIP=-7.62, Synergy_Bliss=-12.8, Synergy_Loewe=-12.1, Synergy_HSA=-11.3. (7) Drug 1: C1=CC(=CC=C1CC(C(=O)O)N)N(CCCl)CCCl.Cl. Drug 2: CC1=C(C=C(C=C1)NC(=O)C2=CC=C(C=C2)CN3CCN(CC3)C)NC4=NC=CC(=N4)C5=CN=CC=C5. Cell line: SNB-19. Synergy scores: CSS=14.7, Synergy_ZIP=-1.77, Synergy_Bliss=6.21, Synergy_Loewe=-4.40, Synergy_HSA=1.66. (8) Drug 1: CNC(=O)C1=CC=CC=C1SC2=CC3=C(C=C2)C(=NN3)C=CC4=CC=CC=N4. Drug 2: C1=CN(C(=O)N=C1N)C2C(C(C(O2)CO)O)O.Cl. Cell line: UACC62. Synergy scores: CSS=21.8, Synergy_ZIP=-2.02, Synergy_Bliss=0.701, Synergy_Loewe=-4.16, Synergy_HSA=1.57. (9) Drug 1: CC1=C2C(C(=O)C3(C(CC4C(C3C(C(C2(C)C)(CC1OC(=O)C(C(C5=CC=CC=C5)NC(=O)OC(C)(C)C)O)O)OC(=O)C6=CC=CC=C6)(CO4)OC(=O)C)OC)C)OC. Drug 2: CC1=C(C=C(C=C1)C(=O)NC2=CC(=CC(=C2)C(F)(F)F)N3C=C(N=C3)C)NC4=NC=CC(=N4)C5=CN=CC=C5. Cell line: SF-268. Synergy scores: CSS=63.7, Synergy_ZIP=24.5, Synergy_Bliss=24.6, Synergy_Loewe=-4.23, Synergy_HSA=23.7. (10) Drug 1: CC1C(C(CC(O1)OC2CC(CC3=C2C(=C4C(=C3O)C(=O)C5=C(C4=O)C(=CC=C5)OC)O)(C(=O)C)O)N)O.Cl. Drug 2: C(CN)CNCCSP(=O)(O)O. Cell line: SF-268. Synergy scores: CSS=7.84, Synergy_ZIP=-0.432, Synergy_Bliss=4.38, Synergy_Loewe=-8.81, Synergy_HSA=2.02.